This data is from Full USPTO retrosynthesis dataset with 1.9M reactions from patents (1976-2016). The task is: Predict the reactants needed to synthesize the given product. Given the product [CH3:47][O:46][C:7]1[CH:8]=[C:9]([C:14]([O:16][C@H:17]2[C@H:37]([O:38][CH3:39])[C@@H:36]([C:40]([O:42][CH3:43])=[O:41])[C@@H:35]3[C@@H:19]([CH2:20][N:21]4[C@H:33]([CH2:34]3)[C:32]3[NH:31][C:30]5[C:25](=[CH:26][CH:27]=[C:28]([O:44][CH3:45])[CH:29]=5)[C:24]=3[CH2:23][CH2:22]4)[CH2:18]2)=[O:15])[CH:10]=[C:11]([O:12][CH3:13])[C:6]=1[O:4][C:1]([O:3][CH2:36][C:35]1[CH:34]=[CH:33][N:21]=[CH:20][CH:19]=1)=[O:2], predict the reactants needed to synthesize it. The reactants are: [C:1](=[O:4])([O-:3])[O-:2].O[C:6]1[C:11]([O:12][CH3:13])=[CH:10][C:9]([C:14]([O:16][C@H:17]2[C@H:37]([O:38][CH3:39])[C@@H:36]([C:40]([O:42][CH3:43])=[O:41])[C@@H:35]3[C@@H:19]([CH2:20][N:21]4[C@H:33]([CH2:34]3)[C:32]3[NH:31][C:30]5[C:25](=[CH:26][CH:27]=[C:28]([O:44][CH3:45])[CH:29]=5)[C:24]=3[CH2:23][CH2:22]4)[CH2:18]2)=[O:15])=[CH:8][C:7]=1[O:46][CH3:47].C([O-])([O-])=O.[K+].[K+].